Dataset: Peptide-MHC class II binding affinity with 134,281 pairs from IEDB. Task: Regression. Given a peptide amino acid sequence and an MHC pseudo amino acid sequence, predict their binding affinity value. This is MHC class II binding data. The peptide sequence is GNFERISGDLKTQID. The binding affinity (normalized) is 0.0863. The MHC is HLA-DPA10301-DPB10402 with pseudo-sequence HLA-DPA10301-DPB10402.